The task is: Predict which catalyst facilitates the given reaction.. This data is from Catalyst prediction with 721,799 reactions and 888 catalyst types from USPTO. (1) Reactant: [C:1]([O:5][C:6]([N:8]1[C@@H:12]([CH2:13][CH:14]=[O:15])[CH2:11][O:10][C:9]1([CH3:17])[CH3:16])=[O:7])([CH3:4])([CH3:3])[CH3:2].[CH3:18][Mg]Br. Product: [C:1]([O:5][C:6]([N:8]1[C@@H:12]([CH2:13][C@H:14]([OH:15])[CH3:18])[CH2:11][O:10][C:9]1([CH3:17])[CH3:16])=[O:7])([CH3:4])([CH3:3])[CH3:2]. The catalyst class is: 27. (2) Reactant: [Cl:1][C:2]1[CH:7]=[C:6]([OH:8])[CH:5]=[CH:4][N:3]=1.[H-].[Na+].Br[CH2:12][C:13]([O:15][C:16]([CH3:19])([CH3:18])[CH3:17])=[O:14]. Product: [Cl:1][C:2]1[CH:7]=[C:6]([O:8][CH2:12][C:13]([O:15][C:16]([CH3:19])([CH3:18])[CH3:17])=[O:14])[CH:5]=[CH:4][N:3]=1. The catalyst class is: 18. (3) The catalyst class is: 11. Product: [C:24]([C:21]1[CH:22]=[CH:23][C:18]([O:1][CH2:2][CH:3]2[CH:8]([NH:9][C:10](=[O:16])[O:11][C:12]([CH3:13])([CH3:15])[CH3:14])[CH2:7][CH2:6][O:5][CH2:4]2)=[CH:19][CH:20]=1)(=[O:26])[CH3:25]. Reactant: [OH:1][CH2:2][CH:3]1[CH:8]([NH:9][C:10](=[O:16])[O:11][C:12]([CH3:15])([CH3:14])[CH3:13])[CH2:7][CH2:6][O:5][CH2:4]1.O[C:18]1[CH:23]=[CH:22][C:21]([C:24](=[O:26])[CH3:25])=[CH:20][CH:19]=1.C1CCN(C(N=NC(N2CCCCC2)=O)=O)CC1.P(CCCC)(CCCC)CCCC. (4) Reactant: [CH3:1][C:2]1[CH:10]=[CH:9][C:8]2[N:7]([CH:11]=[C:12]([C:14]3[CH:19]=[CH:18][N:17]=[CH:16][CH:15]=3)[CH3:13])[C:6]3[CH2:20][CH2:21][NH:22][CH2:23][C:5]=3[C:4]=2[CH:3]=1.C(=O)([O-])[O-].[K+].[K+].[F:30][CH2:31][CH2:32]I. Product: [F:30][CH2:31][CH2:32][N:22]1[CH2:21][CH2:20][C:6]2[N:7](/[CH:11]=[C:12](/[C:14]3[CH:19]=[CH:18][N:17]=[CH:16][CH:15]=3)\[CH3:13])[C:8]3[CH:9]=[CH:10][C:2]([CH3:1])=[CH:3][C:4]=3[C:5]=2[CH2:23]1. The catalyst class is: 47. (5) Reactant: [Br:1][C:2]1[CH:7]=[C:6]([CH3:8])[C:5]([NH:9][C:10]2[N:15]=[C:14](Cl)[N:13]=[C:12]([NH:17][C:18]3[CH:25]=[CH:24][C:21]([C:22]#[N:23])=[CH:20][CH:19]=3)[N:11]=2)=[C:4]([CH3:26])[CH:3]=1.C[CH2:28][N:29](C(C)C)C(C)C.CN. Product: [Br:1][C:2]1[CH:7]=[C:6]([CH3:8])[C:5]([NH:9][C:10]2[N:15]=[C:14]([NH:29][CH3:28])[N:13]=[C:12]([NH:17][C:18]3[CH:25]=[CH:24][C:21]([C:22]#[N:23])=[CH:20][CH:19]=3)[N:11]=2)=[C:4]([CH3:26])[CH:3]=1. The catalyst class is: 12. (6) Reactant: [Br-].[CH2:2]([O:4][C:5]([CH2:7][P+](C1C=CC=CC=1)(C1C=CC=CC=1)C1C=CC=CC=1)=[O:6])[CH3:3].[H-].[Na+].[OH:29][C:30]1[CH:31]=[CH:32][CH:33]=[C:34]2[C:39]=1[N:38]=[C:37]([CH:40]=O)[CH:36]=[CH:35]2. Product: [OH:29][C:30]1[CH:31]=[CH:32][CH:33]=[C:34]2[C:39]=1[N:38]=[C:37](/[CH:40]=[CH:7]/[C:5]([O:4][CH2:2][CH3:3])=[O:6])[CH:36]=[CH:35]2. The catalyst class is: 20.